This data is from Forward reaction prediction with 1.9M reactions from USPTO patents (1976-2016). The task is: Predict the product of the given reaction. Given the reactants [C:1]1([S:7]([N:10]2[C:14]3=[N:15][CH:16]=[C:17]([NH:19][C:20](=[O:26])[O:21][C:22]([CH3:25])([CH3:24])[CH3:23])[CH:18]=[C:13]3[CH:12]=[C:11]2Br)(=[O:9])=[O:8])[CH:6]=[CH:5][CH:4]=[CH:3][CH:2]=1.C1(P(C2C=CC=CC=2)C2C=CC=CC=2)C=CC=CC=1.[CH2:47]([OH:50])[C:48]#[CH:49], predict the reaction product. The product is: [C:1]1([S:7]([N:10]2[C:14]3=[N:15][CH:16]=[C:17]([NH:19][C:20](=[O:26])[O:21][C:22]([CH3:25])([CH3:24])[CH3:23])[CH:18]=[C:13]3[CH:12]=[C:11]2[C:49]#[C:48][CH2:47][OH:50])(=[O:9])=[O:8])[CH:6]=[CH:5][CH:4]=[CH:3][CH:2]=1.